From a dataset of Catalyst prediction with 721,799 reactions and 888 catalyst types from USPTO. Predict which catalyst facilitates the given reaction. (1) Reactant: [C:1]1([CH2:7][C:8]([NH2:10])=[O:9])[CH:6]=[CH:5][CH:4]=[CH:3][CH:2]=1.[Br:11]N1C(=O)CCC1=O.O. Product: [Br:11][CH:7]([C:1]1[CH:6]=[CH:5][CH:4]=[CH:3][CH:2]=1)[C:8]([NH2:10])=[O:9]. The catalyst class is: 4. (2) Reactant: [C:1]([OH:9])(=[O:8])[CH:2]([CH2:4][C:5]([OH:7])=O)[OH:3].[NH2:10][C@H]1C[C@@H](C)CN(C2C([O:28]C)=C3C(C(=O)C(C(O)=O)=CN3C3CC3)=CC=2)C1.[C:37]([OH:42])(=[O:41])[CH:38]([CH3:40])[OH:39]. Product: [O:39]=[CH:38][C@@H:37]([C@H:5]([C@@H:4]([C@@H:2]([CH2:1][OH:9])[OH:3])[OH:28])[OH:7])[OH:41].[NH2:10][C@H:2]([C:1]([OH:9])=[O:8])[CH2:40][CH2:38][C:37]([OH:42])=[O:41]. The catalyst class is: 6. (3) Reactant: [Cl:1][C:2]1[CH:7]=[CH:6][C:5]([N+:8]([O-:10])=[O:9])=[CH:4][C:3]=1[S:11](Cl)(=[O:13])=[O:12].[C:15]([N:22]1[CH2:27][CH2:26][NH:25][CH2:24][CH2:23]1)([O:17][C:18]([CH3:21])([CH3:20])[CH3:19])=[O:16].C(N(CC)C(C)C)(C)C. Product: [Cl:1][C:2]1[CH:7]=[CH:6][C:5]([N+:8]([O-:10])=[O:9])=[CH:4][C:3]=1[S:11]([N:25]1[CH2:24][CH2:23][N:22]([C:15]([O:17][C:18]([CH3:21])([CH3:20])[CH3:19])=[O:16])[CH2:27][CH2:26]1)(=[O:13])=[O:12]. The catalyst class is: 1. (4) Reactant: [F:1][C:2]1[CH:3]=[C:4]2[C:9](=[C:10]([NH2:12])[CH:11]=1)[N:8]=[CH:7][CH:6]=[CH:5]2.[Cl:13][C:14]1[CH:19]=[CH:18][C:17]([S:20](Cl)(=[O:22])=[O:21])=[C:16]([F:24])[CH:15]=1. Product: [Cl:13][C:14]1[CH:19]=[CH:18][C:17]([S:20]([NH:12][C:10]2[CH:11]=[C:2]([F:1])[CH:3]=[C:4]3[C:9]=2[N:8]=[CH:7][CH:6]=[CH:5]3)(=[O:21])=[O:22])=[C:16]([F:24])[CH:15]=1. The catalyst class is: 142.